This data is from Forward reaction prediction with 1.9M reactions from USPTO patents (1976-2016). The task is: Predict the product of the given reaction. (1) The product is: [OH:41][C:35]([C:37]([F:40])([F:39])[F:38])=[O:36].[NH2:7][C:8]1[CH:13]=[CH:12][C:11]([CH2:14][N:15]2[S:16](=[O:33])(=[O:32])[NH:17][C:18](=[O:20])[CH2:19]2)=[CH:10][CH:9]=1. Given the reactants C(OC(=O)[NH:7][C:8]1[CH:13]=[CH:12][C:11]([CH2:14][N:15]2[CH2:19][C:18](=[O:20])[N:17](CC3C=CC(OC)=CC=3OC)[S:16]2(=[O:33])=[O:32])=[CH:10][CH:9]=1)(C)(C)C.[C:35]([OH:41])([C:37]([F:40])([F:39])[F:38])=[O:36], predict the reaction product. (2) Given the reactants Br[CH2:2][C:3](Br)=[O:4].[CH2:6]([NH:13][CH2:14][CH3:15])[C:7]1[CH:12]=[CH:11][CH:10]=[CH:9][CH:8]=1.[CH3:16][O:17][C:18]1[CH:23]=[CH:22][CH:21]=[CH:20][C:19]=1[NH:24][S:25]([C:28]1[CH:37]=[CH:36][C:35]2[C:30](=[CH:31][CH:32]=[CH:33][CH:34]=2)[CH:29]=1)(=[O:27])=[O:26], predict the reaction product. The product is: [CH2:6]([N:13]([CH2:14][CH3:15])[C:3](=[O:4])[CH2:2][N:24]([C:19]1[CH:20]=[CH:21][CH:22]=[CH:23][C:18]=1[O:17][CH3:16])[S:25]([C:28]1[CH:37]=[CH:36][C:35]2[C:30](=[CH:31][CH:32]=[CH:33][CH:34]=2)[CH:29]=1)(=[O:27])=[O:26])[C:7]1[CH:12]=[CH:11][CH:10]=[CH:9][CH:8]=1. (3) Given the reactants [CH3:1][O:2][C:3]([C:5]1[C:10]2[C:11]3[C:12](Cl)=[N:13][CH:14]=[CH:15][C:16]=3[O:17][C:9]=2[C:8]([O:19][CH3:20])=[CH:7][CH:6]=1)=[O:4].C(N(CC)CC)C.[H][H], predict the reaction product. The product is: [CH3:1][O:2][C:3]([C:5]1[C:10]2[C:11]3[CH:12]=[N:13][CH:14]=[CH:15][C:16]=3[O:17][C:9]=2[C:8]([O:19][CH3:20])=[CH:7][CH:6]=1)=[O:4]. (4) Given the reactants [O:1]=[C:2]1[NH:7][CH:6]([C:8]2[CH:15]=[CH:14][C:11]([C:12]#[N:13])=[CH:10][C:9]=2[S:16]([CH3:18])=[O:17])[C:5]2[C:19](=[O:22])[CH2:20][CH2:21][C:4]=2[N:3]1[C:23]1[CH:28]=[CH:27][CH:26]=[C:25]([C:29]([F:32])([F:31])[F:30])[CH:24]=1.[CH:33]([N:36]([CH:39](C)C)CC)(C)[CH3:34].C1C([N+]([O-])=[O:49])=CC=C([Cl-]C([O-])=O)C=1.C(N)C.C(=O)(OC1C=CC([N+]([O-])=O)=CC=1)N, predict the reaction product. The product is: [CH2:33]([NH:36][C:39]([N:7]1[CH:6]([C:8]2[CH:15]=[CH:14][C:11]([C:12]#[N:13])=[CH:10][C:9]=2[S:16]([CH3:18])=[O:17])[C:5]2[C:19](=[O:22])[CH2:20][CH2:21][C:4]=2[N:3]([C:23]2[CH:28]=[CH:27][CH:26]=[C:25]([C:29]([F:31])([F:32])[F:30])[CH:24]=2)[C:2]1=[O:1])=[O:49])[CH3:34]. (5) Given the reactants BrC1C=CC=C2C=1C(C1C(O)=CC3OCOC=3C=1)[C:5](=[O:16])N2CCCCC.[OH:27][C:28]1[C:36]([CH:37]2[C:45]3[C:40](=[CH:41][CH:42]=[CH:43][CH:44]=3)[N:39]([CH2:46][CH2:47][CH2:48][CH2:49][CH3:50])[C:38]2=[O:51])=[CH:35][C:31]2[CH2:32][CH2:33][O:34][C:30]=2[CH:29]=1, predict the reaction product. The product is: [OH:27][C:28]1[C:36]([C:37]2([CH2:5][OH:16])[C:45]3[C:40](=[CH:41][CH:42]=[CH:43][CH:44]=3)[N:39]([CH2:46][CH2:47][CH2:48][CH2:49][CH3:50])[C:38]2=[O:51])=[CH:35][C:31]2[CH2:32][CH2:33][O:34][C:30]=2[CH:29]=1.